This data is from Reaction yield outcomes from USPTO patents with 853,638 reactions. The task is: Predict the reaction yield, written as a fraction of the theoretical maximum amount of product (1.0 means a 100% yield; for example, 0.34 means a 34% yield). (1) The reactants are [Cl:1][C:2]1[NH:10][C:9]2[C:8](=[O:11])[N:7]([CH2:12][CH2:13][CH2:14][CH2:15][C:16]([OH:18])=[O:17])[C:6](=[O:19])[N:5]([CH2:20][CH2:21][CH2:22][CH2:23][CH3:24])[C:4]=2[N:3]=1.C1N=CN(C(N2C=NC=C2)=O)C=1.[CH2:37](O)[C:38]1[CH:43]=[CH:42][CH:41]=[CH:40][CH:39]=1. The catalyst is C(Cl)Cl. The product is [Cl:1][C:2]1[NH:10][C:9]2[C:8](=[O:11])[N:7]([CH2:12][CH2:13][CH2:14][CH2:15][C:16]([O:18][CH2:37][C:38]3[CH:43]=[CH:42][CH:41]=[CH:40][CH:39]=3)=[O:17])[C:6](=[O:19])[N:5]([CH2:20][CH2:21][CH2:22][CH2:23][CH3:24])[C:4]=2[N:3]=1. The yield is 0.530. (2) The reactants are [C:1]([O:5][C:6]([NH:8][C@@H:9]([CH2:42][C:43]1[CH:48]=[CH:47][CH:46]=[CH:45][CH:44]=1)[CH2:10][C@@H:11]1[O:15][C:14]([CH3:17])([CH3:16])[N:13]([C:18]([O:20][CH2:21][C:22]2[CH:27]=[CH:26][CH:25]=[CH:24][CH:23]=2)=[O:19])[C@H:12]1[CH2:28][C:29]1[CH:34]=[CH:33][C:32](OC(=O)C(F)(F)F)=[CH:31][CH:30]=1)=[O:7])([CH3:4])([CH3:3])[CH3:2].[Li+].[Cl-].C([Sn](CCCC)(CCCC)[C:56]1[N:61]=[C:60]([O:62][CH3:63])[CH:59]=[CH:58][CH:57]=1)CCC. The yield is 0.510. The catalyst is CN(C=O)C.Cl[Pd](Cl)([P](C1C=CC=CC=1)(C1C=CC=CC=1)C1C=CC=CC=1)[P](C1C=CC=CC=1)(C1C=CC=CC=1)C1C=CC=CC=1. The product is [C:1]([O:5][C:6]([NH:8][C@@H:9]([CH2:42][C:43]1[CH:44]=[CH:45][CH:46]=[CH:47][CH:48]=1)[CH2:10][C@@H:11]1[O:15][C:14]([CH3:16])([CH3:17])[N:13]([C:18]([O:20][CH2:21][C:22]2[CH:27]=[CH:26][CH:25]=[CH:24][CH:23]=2)=[O:19])[C@H:12]1[CH2:28][C:29]1[CH:30]=[CH:31][C:32]([C:56]2[CH:57]=[CH:58][CH:59]=[C:60]([O:62][CH3:63])[N:61]=2)=[CH:33][CH:34]=1)=[O:7])([CH3:3])([CH3:2])[CH3:4]. (3) The reactants are [C:1]([NH:5][C:6]([C:8]1[C:16]2[C:11](=[N:12][CH:13]=[C:14]([C:17]3[C:25]4[C:20](=[CH:21][CH:22]=[C:23]([O:26][CH:27]([F:29])[F:28])[CH:24]=4)[NH:19][N:18]=3)[N:15]=2)[N:10]([CH2:30][O:31][CH2:32][CH2:33][Si:34]([CH3:37])([CH3:36])[CH3:35])[CH:9]=1)=[O:7])([CH3:4])([CH3:3])[CH3:2].[H-].[Na+].Br.Br[CH2:42][C:43]1[CH:44]=[N:45][CH:46]=[CH:47][CH:48]=1. The catalyst is CN(C=O)C. The product is [C:1]([NH:5][C:6]([C:8]1[C:16]2[C:11](=[N:12][CH:13]=[C:14]([C:17]3[C:25]4[C:20](=[CH:21][CH:22]=[C:23]([O:26][CH:27]([F:28])[F:29])[CH:24]=4)[N:19]([CH2:42][C:43]4[CH:44]=[N:45][CH:46]=[CH:47][CH:48]=4)[N:18]=3)[N:15]=2)[N:10]([CH2:30][O:31][CH2:32][CH2:33][Si:34]([CH3:37])([CH3:36])[CH3:35])[CH:9]=1)=[O:7])([CH3:4])([CH3:3])[CH3:2]. The yield is 0.900. (4) The reactants are [Cl:1][C:2]1[C:7]([C:8]#[N:9])=[C:6]([O:10]C(=O)C)[CH:5]=[CH:4][C:3]=1[O:14][C:15](=[O:17])[CH3:16].C([O-])([O-])=O.[K+].[K+].Cl. The catalyst is CO.ClCCl. The product is [Cl:1][C:2]1[C:7]([C:8]#[N:9])=[C:6]([OH:10])[CH:5]=[CH:4][C:3]=1[O:14][C:15](=[O:17])[CH3:16]. The yield is 0.678. (5) The reactants are [CH2:1]([NH:4][S:5]([C:8]1[C:13]([Cl:14])=[CH:12][CH:11]=[C:10]([N+:15]([O-:17])=[O:16])[C:9]=1Cl)(=[O:7])=[O:6])[CH2:2][CH3:3].[H-].[Na+].[OH2:21]. No catalyst specified. The product is [CH2:1]([NH:4][S:5]([C:8]1[C:13]([Cl:14])=[CH:12][CH:11]=[C:10]([N+:15]([O-:17])=[O:16])[C:9]=1[OH:21])(=[O:7])=[O:6])[CH2:2][CH3:3]. The yield is 0.690. (6) The reactants are C(O[CH:6]([N:10]([CH3:12])[CH3:11])[N:7]([CH3:9])[CH3:8])(C)(C)C.[CH3:13][O:14][CH2:15][C:16]#[N:17]. No catalyst specified. The product is [CH3:12][N:10]([CH3:11])[CH:6]([N:7]([CH3:8])[CH3:9])[CH:15]([O:14][CH3:13])[C:16]#[N:17]. The yield is 0.330. (7) The reactants are [F:1][C:2]1[CH:3]=[CH:4][C:5]([CH3:12])=[C:6]([NH:8][C:9](=[O:11])[CH3:10])[CH:7]=1.[N+:13]([O-])([OH:15])=[O:14]. The catalyst is S(=O)(=O)(O)O. The product is [F:1][C:2]1[C:3]([N+:13]([O-:15])=[O:14])=[CH:4][C:5]([CH3:12])=[C:6]([NH:8][C:9](=[O:11])[CH3:10])[CH:7]=1. The yield is 0.750. (8) The reactants are [CH3:1][C:2]1([CH3:15])[C:11]2[C:6](=[CH:7][C:8]([N+:12]([O-:14])=[O:13])=[CH:9][CH:10]=2)[NH:5][CH2:4][CH2:3]1.[CH3:16][C:17]([O:20][C:21](O[C:21]([O:20][C:17]([CH3:19])([CH3:18])[CH3:16])=[O:22])=[O:22])([CH3:19])[CH3:18]. No catalyst specified. The product is [C:17]([O:20][C:21]([N:5]1[C:6]2[C:11](=[CH:10][CH:9]=[C:8]([N+:12]([O-:14])=[O:13])[CH:7]=2)[C:2]([CH3:15])([CH3:1])[CH2:3][CH2:4]1)=[O:22])([CH3:19])([CH3:18])[CH3:16]. The yield is 0.220. (9) The reactants are [CH2:1]([CH:3]1[CH2:16][C:15]2[S:14][C:13]3[C:8](=[CH:9][CH:10]=[C:11]([OH:17])[CH:12]=3)[C:7](=[O:18])[C:6]=2[CH2:5][CH2:4]1)[CH3:2].[OH-].[Na+].[CH3:21][S:22](Cl)(=[O:24])=[O:23]. The catalyst is [Br-].C([N+](CCCC)(CCCC)CCCC)CCC.ClCCl. The product is [CH3:21][S:22]([O:17][C:11]1[CH:12]=[C:13]2[C:8](=[CH:9][CH:10]=1)[C:7](=[O:18])[C:6]1[CH2:5][CH2:4][CH:3]([CH2:1][CH3:2])[CH2:16][C:15]=1[S:14]2)(=[O:24])=[O:23]. The yield is 0.690.